Task: Predict the reactants needed to synthesize the given product.. Dataset: Full USPTO retrosynthesis dataset with 1.9M reactions from patents (1976-2016) (1) The reactants are: [Br:1][C:2]1[CH:3]=[C:4]([OH:9])[CH:5]=[C:6]([CH3:8])[CH:7]=1.C([O-])([O-])=O.[K+].[K+].Cl[C:17]1[CH:22]=[CH:21][C:20]([C:23]([F:26])([F:25])[F:24])=[CH:19][N:18]=1. Given the product [Br:1][C:2]1[CH:3]=[C:4]([CH:5]=[C:6]([CH3:8])[CH:7]=1)[O:9][C:17]1[CH:22]=[CH:21][C:20]([C:23]([F:26])([F:25])[F:24])=[CH:19][N:18]=1, predict the reactants needed to synthesize it. (2) Given the product [CH2:1]([O:3][C:4]([C:6]1[S:15][C:14]2[C:13]3[CH:16]=[CH:17][C:18]([O:20][CH2:30][CH2:29][CH2:28][N:27]([CH3:32])[CH3:26])=[CH:19][C:12]=3[O:11][C:10]3[CH:21]=[CH:22][CH:23]=[CH:24][C:9]=3[C:8]=2[CH:7]=1)=[O:5])[CH3:2], predict the reactants needed to synthesize it. The reactants are: [CH2:1]([O:3][C:4]([C:6]1[S:15][C:14]2[C:13]3[CH:16]=[CH:17][C:18]([OH:20])=[CH:19][C:12]=3[O:11][C:10]3[CH:21]=[CH:22][CH:23]=[CH:24][C:9]=3[C:8]=2[CH:7]=1)=[O:5])[CH3:2].Cl.[CH3:26][N:27]([CH3:32])[CH2:28][CH2:29][CH2:30]Cl.